From a dataset of Full USPTO retrosynthesis dataset with 1.9M reactions from patents (1976-2016). Predict the reactants needed to synthesize the given product. (1) Given the product [CH3:36][S:33]([CH2:32][CH2:31][CH2:30][O:1][C:2]1[CH:3]=[C:4]2[C:8](=[C:9]([N+:11]([O-:13])=[O:12])[CH:10]=1)[NH:7][C:6]([C:14]([O:16][CH2:17][CH3:18])=[O:15])=[CH:5]2)(=[O:35])=[O:34], predict the reactants needed to synthesize it. The reactants are: [OH:1][C:2]1[CH:3]=[C:4]2[C:8](=[C:9]([N+:11]([O-:13])=[O:12])[CH:10]=1)[NH:7][C:6]([C:14]([O:16][CH2:17][CH3:18])=[O:15])=[CH:5]2.CC1C=CC(S(O[CH2:30][CH2:31][CH2:32][S:33]([CH3:36])(=[O:35])=[O:34])(=O)=O)=CC=1.C(=O)([O-])[O-].[K+].[K+].CN(C)C=O. (2) Given the product [CH2:27]([O:26][C:25](=[O:34])[NH:1][CH2:2][C:3]1[C:12]2[C:7](=[CH:8][CH:9]=[CH:10][CH:11]=2)[C:6](=[O:13])[N:5]([NH:14][C:15](=[O:24])[CH2:16][C:17]2[CH:18]=[CH:19][C:20]([Cl:23])=[CH:21][CH:22]=2)[N:4]=1)[C:28]1[CH:33]=[CH:32][CH:31]=[CH:30][CH:29]=1, predict the reactants needed to synthesize it. The reactants are: [NH2:1][CH2:2][C:3]1[C:12]2[C:7](=[CH:8][CH:9]=[CH:10][CH:11]=2)[C:6](=[O:13])[N:5]([NH:14][C:15](=[O:24])[CH2:16][C:17]2[CH:22]=[CH:21][C:20]([Cl:23])=[CH:19][CH:18]=2)[N:4]=1.[C:25](Cl)(=[O:34])[O:26][CH2:27][C:28]1[CH:33]=[CH:32][CH:31]=[CH:30][CH:29]=1. (3) Given the product [BrH:1].[CH3:2][O:3][C:4]1[CH:5]=[CH:6][C:7]2[S:13][CH2:12][CH2:11][NH:10][CH2:9][C:8]=2[CH:24]=1, predict the reactants needed to synthesize it. The reactants are: [BrH:1].[CH3:2][O:3][C:4]1[CH:5]=[CH:6][C:7]2[S:13][CH2:12][CH2:11][N:10](C(OCC3C=CC=CC=3)=O)[CH2:9][C:8]=2[CH:24]=1.C(=O)=O. (4) The reactants are: [CH2:1]([N:8]([CH3:19])[CH:9]1[CH2:18][C@@H:12]2[CH2:13][NH:14][C:15](=O)[CH2:16][C@@H:11]2[CH2:10]1)[C:2]1[CH:7]=[CH:6][CH:5]=[CH:4][CH:3]=1.[H-].[Al+3].[Li+].[H-].[H-].[H-]. Given the product [CH2:1]([N:8]([CH3:19])[CH:9]1[CH2:18][C@@H:12]2[CH2:13][NH:14][CH2:15][CH2:16][C@@H:11]2[CH2:10]1)[C:2]1[CH:3]=[CH:4][CH:5]=[CH:6][CH:7]=1, predict the reactants needed to synthesize it. (5) Given the product [C:11]([C:10]1[CH:9]=[C:8]([N:7]([CH2:6][C:3]2[CH:4]=[CH:5][S:1][CH:2]=2)[C:16](=[O:19])[CH2:17][CH3:18])[CH:15]=[CH:14][CH:13]=1)#[N:12], predict the reactants needed to synthesize it. The reactants are: [S:1]1[CH:5]=[CH:4][C:3]([CH2:6][NH:7][C:8]2[CH:9]=[C:10]([CH:13]=[CH:14][CH:15]=2)[C:11]#[N:12])=[CH:2]1.[C:16](Cl)(=[O:19])[CH2:17][CH3:18]. (6) Given the product [OH:11][C:3]1[CH:4]=[C:5]([N+:8]([O-:10])=[O:9])[CH:6]=[CH:7][C:2]=1[NH:1][C:18](/[CH:20]=[CH:21]\[C:22]([O:24][CH2:25][CH3:26])=[O:23])=[O:19], predict the reactants needed to synthesize it. The reactants are: [NH2:1][C:2]1[CH:7]=[CH:6][C:5]([N+:8]([O-:10])=[O:9])=[CH:4][C:3]=1[OH:11].C(=O)([O-])O.[Na+].Cl[C:18](/[CH:20]=[CH:21]/[C:22]([O:24][CH2:25][CH3:26])=[O:23])=[O:19]. (7) Given the product [CH2:19]([O:1][C:2]1[CH:10]=[CH:9][C:5]([C:6]([OH:8])=[O:7])=[CH:4][CH:3]=1)[CH2:18][CH2:17][CH2:16][CH2:15][CH2:14][CH:13]=[CH2:12], predict the reactants needed to synthesize it. The reactants are: [OH:1][C:2]1[CH:10]=[CH:9][C:5]([C:6]([OH:8])=[O:7])=[CH:4][CH:3]=1.Br[CH2:12][CH2:13][CH2:14][CH2:15][CH2:16][CH2:17][CH:18]=[CH2:19].C(=O)([O-])[O-].[K+].[K+].CN(C)C(=O)C. (8) Given the product [NH2:20][CH2:19][CH2:18][N:2]([CH3:1])[C:3]([C:5]1[N:6]=[C:7]([CH3:17])[S:8][C:9]=1[C:10]1[CH:15]=[CH:14][C:13]([F:16])=[CH:12][CH:11]=1)=[O:4], predict the reactants needed to synthesize it. The reactants are: [CH3:1][N:2]([CH2:18][CH2:19][NH:20]C(=O)C(F)(F)F)[C:3]([C:5]1[N:6]=[C:7]([CH3:17])[S:8][C:9]=1[C:10]1[CH:15]=[CH:14][C:13]([F:16])=[CH:12][CH:11]=1)=[O:4].C([O-])([O-])=O.[K+].[K+].